Dataset: Forward reaction prediction with 1.9M reactions from USPTO patents (1976-2016). Task: Predict the product of the given reaction. (1) Given the reactants [F:1][C:2]1[CH:3]=[C:4]([N:9]2[C:13]3[CH:14]=[CH:15][CH:16]=[CH:17][C:12]=3[NH:11][S:10]2(=[O:19])=[O:18])[CH:5]=[CH:6][C:7]=1[F:8].[Br:20][CH2:21][CH2:22][CH2:23][CH2:24]Br.C(=O)([O-])[O-].[Cs+].[Cs+], predict the reaction product. The product is: [Br:20][CH2:21][CH2:22][CH2:23][CH2:24][N:11]1[C:12]2[CH:17]=[CH:16][CH:15]=[CH:14][C:13]=2[N:9]([C:4]2[CH:5]=[CH:6][C:7]([F:8])=[C:2]([F:1])[CH:3]=2)[S:10]1(=[O:18])=[O:19]. (2) Given the reactants [NH2:1][C:2]([C:4]1[C:5]([C:24]2[CH:29]=[CH:28][C:27]([CH3:30])=[CH:26][CH:25]=2)=[C:6]([CH2:15][NH:16][C:17](=[O:23])[O:18][C:19]([CH3:22])([CH3:21])[CH3:20])[C:7]([CH2:11][CH:12]([CH3:14])[CH3:13])=[N:8][C:9]=1[CH3:10])=O.C(N(CC)CC)C.FC(F)(F)S(OS(C(F)(F)F)(=O)=O)(=O)=O, predict the reaction product. The product is: [C:2]([C:4]1[C:5]([C:24]2[CH:29]=[CH:28][C:27]([CH3:30])=[CH:26][CH:25]=2)=[C:6]([CH2:15][NH:16][C:17](=[O:23])[O:18][C:19]([CH3:21])([CH3:20])[CH3:22])[C:7]([CH2:11][CH:12]([CH3:13])[CH3:14])=[N:8][C:9]=1[CH3:10])#[N:1]. (3) Given the reactants [F:1][C:2]1[CH:3]=[C:4]([OH:9])[CH:5]=[CH:6][C:7]=1[F:8].[C:10]([O-:13])([O-])=O.[Cs+].[Cs+].[C:16]([O:20][C:21]([N:23]1[CH2:27][CH2:26][CH:25]2[NH:28][CH2:29][CH:30]([CH2:31]OS(C)(=O)=O)[CH:24]12)=[O:22])([CH3:19])([CH3:18])[CH3:17].CN([CH:40]=[O:41])C, predict the reaction product. The product is: [C:16]([O:20][C:21]([N:23]1[CH:24]2[CH:25]([N:28]([C:10]([O:41][CH2:40][C:2]3[CH:3]=[CH:4][CH:5]=[CH:6][CH:7]=3)=[O:13])[CH2:29][CH:30]2[CH2:31][O:9][C:4]2[CH:5]=[CH:6][C:7]([F:8])=[C:2]([F:1])[CH:3]=2)[CH2:26][CH2:27]1)=[O:22])([CH3:17])([CH3:18])[CH3:19]. (4) Given the reactants [F:1][C:2]1[CH:10]=[C:9]2[C:5]([CH2:6][C:7](=[O:11])[NH:8]2)=[CH:4][CH:3]=1.[Li+].C[Si]([N-][Si](C)(C)C)(C)C.[Br:22][C:23]1[C:27]([CH3:29])([CH3:28])[O:26][C:25](=O)[CH:24]=1.Cl, predict the reaction product. The product is: [Br:22][C:23]1[C:27]([CH3:29])([CH3:28])[O:26]/[C:25](=[C:6]2/[C:7](=[O:11])[NH:8][C:9]3[C:5]/2=[CH:4][CH:3]=[C:2]([F:1])[CH:10]=3)/[CH:24]=1. (5) Given the reactants C([O:9][CH2:10][CH2:11][S:12]([O-:15])(=[O:14])=[O:13])(=O)C1C=CC=CC=1.[C:16]1([S+:22]([C:29]2[CH:34]=[CH:33][CH:32]=[CH:31][CH:30]=2)[C:23]2[CH:28]=[CH:27][CH:26]=[CH:25][CH:24]=2)[CH:21]=[CH:20][CH:19]=[CH:18][CH:17]=1.C[O-].[Na+].Cl.C(C(C)=O)C(C)C, predict the reaction product. The product is: [OH:9][CH2:10][CH2:11][S:12]([O-:15])(=[O:14])=[O:13].[C:29]1([S+:22]([C:16]2[CH:17]=[CH:18][CH:19]=[CH:20][CH:21]=2)[C:23]2[CH:28]=[CH:27][CH:26]=[CH:25][CH:24]=2)[CH:30]=[CH:31][CH:32]=[CH:33][CH:34]=1. (6) The product is: [CH:1]1([CH2:4][O:5][C:6]2[CH:11]=[CH:10][C:9]([CH:12]([CH3:14])[CH3:13])=[CH:8][C:7]=2[C:15]2[C:16]3[N:23]([CH2:31][O:32][CH2:33][CH2:34][Si:35]([CH3:38])([CH3:37])[CH3:36])[C:22]([CH3:24])=[C:21]([C:25]([O:27][CH2:28][CH3:29])=[O:26])[C:17]=3[N:18]=[CH:19][N:20]=2)[CH2:3][CH2:2]1. Given the reactants [CH:1]1([CH2:4][O:5][C:6]2[CH:11]=[CH:10][C:9]([CH:12]([CH3:14])[CH3:13])=[CH:8][C:7]=2[C:15]2[C:16]3[NH:23][C:22]([CH3:24])=[C:21]([C:25]([O:27][CH2:28][CH3:29])=[O:26])[C:17]=3[N:18]=[CH:19][N:20]=2)[CH2:3][CH2:2]1.Cl[CH2:31][O:32][CH2:33][CH2:34][Si:35]([CH3:38])([CH3:37])[CH3:36], predict the reaction product.